Dataset: Forward reaction prediction with 1.9M reactions from USPTO patents (1976-2016). Task: Predict the product of the given reaction. (1) The product is: [Br:1][C:2]1[CH:3]=[C:4]2[C:9](=[C:10]([O:12][CH3:13])[CH:11]=1)[N:8]=[C:7]([Cl:18])[N:6]=[CH:5]2. Given the reactants [Br:1][C:2]1[CH:3]=[C:4]2[C:9](=[C:10]([O:12][CH3:13])[CH:11]=1)[NH:8][C:7](=O)[N:6]=[CH:5]2.O.O=P(Cl)(Cl)[Cl:18], predict the reaction product. (2) Given the reactants [N-]=[N+]=[N-].[Na+].N(CC1CC2C=C(Cl)C=C(C3C=CSC=3)C=2O1)=[N+]=[N-].[N:24]([CH2:27][CH:28]1[CH2:32][C:31]2[CH:33]=[C:34]([F:47])[CH:35]=[C:36]([C:37]3[CH:42]=[CH:41][CH:40]=[CH:39][C:38]=3[C:43]([F:46])([F:45])[F:44])[C:30]=2[O:29]1)=[N+]=[N-].[N-]=[N+]=[N-].C1(P(C2C=CC=CC=2)C2C=CC=CC=2)C=CC=CC=1, predict the reaction product. The product is: [F:47][C:34]1[CH:35]=[C:36]([C:37]2[CH:42]=[CH:41][CH:40]=[CH:39][C:38]=2[C:43]([F:46])([F:44])[F:45])[C:30]2[O:29][CH:28]([CH2:27][NH2:24])[CH2:32][C:31]=2[CH:33]=1.